This data is from Full USPTO retrosynthesis dataset with 1.9M reactions from patents (1976-2016). The task is: Predict the reactants needed to synthesize the given product. (1) Given the product [Cl:27][C:23]1[C:22]([F:28])=[C:21]([C@@H:20]2[C@:19]([C:31]3[CH:36]=[CH:35][C:34]([Cl:37])=[CH:33][C:32]=3[F:38])([C:29]#[N:30])[C@H:18]([CH2:39][C:40]([CH3:43])([CH3:42])[CH3:41])[NH:17][C@H:16]2[C:14]([NH:13][C:10]2[CH:9]=[CH:8][C:7]([C:6]([OH:44])=[O:5])=[CH:12][CH:11]=2)=[O:15])[CH:26]=[CH:25][CH:24]=1, predict the reactants needed to synthesize it. The reactants are: C([O:5][C:6](=[O:44])[C:7]1[CH:12]=[CH:11][C:10]([NH:13][C:14]([C@H:16]2[C@H:20]([C:21]3[CH:26]=[CH:25][CH:24]=[C:23]([Cl:27])[C:22]=3[F:28])[C@:19]([C:31]3[CH:36]=[CH:35][C:34]([Cl:37])=[CH:33][C:32]=3[F:38])([C:29]#[N:30])[C@H:18]([CH2:39][C:40]([CH3:43])([CH3:42])[CH3:41])[NH:17]2)=[O:15])=[CH:9][CH:8]=1)(C)(C)C. (2) Given the product [Cl:1][C:2]1[CH:7]=[CH:6][C:5]([NH:8][C:9](=[O:10])[NH:39][C:36]2[CH:37]=[CH:38][C:33]([C:30]3[S:29][C:28]([C:26]([NH:25][CH:20]([CH:19]([CH3:42])[CH3:18])[C:21]([O:23][CH3:24])=[O:22])=[O:27])=[N:32][CH:31]=3)=[CH:34][CH:35]=2)=[C:4]([O:11][C:12]2[CH:13]=[CH:14][CH:15]=[CH:16][CH:17]=2)[CH:3]=1, predict the reactants needed to synthesize it. The reactants are: [Cl:1][C:2]1[CH:7]=[CH:6][C:5]([N:8]=[C:9]=[O:10])=[C:4]([O:11][C:12]2[CH:17]=[CH:16][CH:15]=[CH:14][CH:13]=2)[CH:3]=1.[CH3:18][CH:19]([CH3:42])[CH:20]([NH:25][C:26]([C:28]1[S:29][C:30]([C:33]2[CH:38]=[CH:37][C:36]([N+:39]([O-])=O)=[CH:35][CH:34]=2)=[CH:31][N:32]=1)=[O:27])[C:21]([O:23][CH3:24])=[O:22]. (3) Given the product [CH3:75][O:74][C:71]1[CH:70]=[CH:69][C:68]([CH2:67][N:45]([CH2:44][C:43]2[CH:42]=[CH:41][C:40]([O:39][CH3:38])=[CH:77][CH:76]=2)[C:46]2[N:47]=[CH:48][C:49]([C:52]3[C:53]4[CH2:66][CH2:65][N:64]([C:21]5[CH:22]=[C:23]([C:28]([N:30]6[CH2:35][CH2:34][N:33]([CH2:36][CH3:37])[CH2:32][CH2:31]6)=[O:29])[CH:24]=[CH:25][C:26]=5[F:27])[C:54]=4[N:55]=[C:56]([N:58]4[CH2:63][CH2:62][O:61][CH2:60][CH2:59]4)[N:57]=3)=[CH:50][N:51]=2)=[CH:73][CH:72]=1, predict the reactants needed to synthesize it. The reactants are: BrC1C=C(C=CC=1F)C(O)=O.C(N1CCNCC1)C.Br[C:21]1[CH:22]=[C:23]([C:28]([N:30]2[CH2:35][CH2:34][N:33]([CH2:36][CH3:37])[CH2:32][CH2:31]2)=[O:29])[CH:24]=[CH:25][C:26]=1[F:27].[CH3:38][O:39][C:40]1[CH:77]=[CH:76][C:43]([CH2:44][N:45]([CH2:67][C:68]2[CH:73]=[CH:72][C:71]([O:74][CH3:75])=[CH:70][CH:69]=2)[C:46]2[N:51]=[CH:50][C:49]([C:52]3[C:53]4[CH2:66][CH2:65][NH:64][C:54]=4[N:55]=[C:56]([N:58]4[CH2:63][CH2:62][O:61][CH2:60][CH2:59]4)[N:57]=3)=[CH:48][N:47]=2)=[CH:42][CH:41]=1. (4) The reactants are: [Br:1][C:2]1[CH:7]=[C:6](/[CH:8]=[CH:9]/[CH:10]([C:15]2[CH:20]=[C:19]([Cl:21])[C:18]([Cl:22])=[C:17]([Cl:23])[CH:16]=2)[C:11]([F:14])([F:13])[F:12])[CH:5]=[CH:4][C:3]=1[C:24]1[O:25][C:26](=[O:31])[C:27]([CH3:30])([CH3:29])[N:28]=1.[CH3:32][C:33]([CH3:37])([CH3:36])[CH2:34][NH2:35]. Given the product [Br:1][C:2]1[CH:7]=[C:6](/[CH:8]=[CH:9]/[CH:10]([C:15]2[CH:16]=[C:17]([Cl:23])[C:18]([Cl:22])=[C:19]([Cl:21])[CH:20]=2)[C:11]([F:14])([F:13])[F:12])[CH:5]=[CH:4][C:3]=1[C:24]([NH:28][C:27]([CH3:29])([CH3:30])[C:26]([NH:35][CH2:34][C:33]([CH3:37])([CH3:36])[CH3:32])=[O:31])=[O:25], predict the reactants needed to synthesize it. (5) The reactants are: [CH3:1][O:2][C:3]1[N:4]=[C:5]2[C:10](=[CH:11][CH:12]=1)[N:9]=[CH:8][CH:7]=[C:6]2[CH2:13][CH2:14][C:15]1([OH:21])[CH2:20][CH2:19][NH:18][CH2:17][CH2:16]1.N(S([O-])(=O)=O)(S([O-])(=O)=O)[O].[K+].[K+].[NH2:34][OH:35].Cl. Given the product [CH3:1][O:2][C:3]1[N:4]=[C:5]2[C:10](=[CH:11][CH:12]=1)[N:9]=[CH:8][CH:7]=[C:6]2[CH2:13][CH2:14][C:15]1([OH:21])[CH2:20][CH2:19][N:18]([N:34]=[O:35])[CH2:17][CH2:16]1, predict the reactants needed to synthesize it.